From a dataset of Catalyst prediction with 721,799 reactions and 888 catalyst types from USPTO. Predict which catalyst facilitates the given reaction. (1) Reactant: Cl.Cl.[NH:3]1[CH2:8][CH2:7][CH:6](/[CH:9]=[C:10]2/[C:11]([NH:16][CH2:17][C:18]#[CH:19])=[N:12][C:13](=[O:15])[S:14]/2)[CH2:5][CH2:4]1.[F:20][C:21]1[CH:28]=[CH:27][CH:26]=[C:25]([C:29]([F:32])([F:31])[F:30])[C:22]=1[CH:23]=O.C(O[BH-](OC(=O)C)OC(=O)C)(=O)C.[Na+].C(=O)([O-])O.[Na+]. Product: [F:20][C:21]1[CH:28]=[CH:27][CH:26]=[C:25]([C:29]([F:30])([F:31])[F:32])[C:22]=1[CH2:23][N:3]1[CH2:8][CH2:7][CH:6](/[CH:9]=[C:10]2/[C:11]([NH:16][CH2:17][C:18]#[CH:19])=[N:12][C:13](=[O:15])[S:14]/2)[CH2:5][CH2:4]1. The catalyst class is: 338. (2) Reactant: [CH3:1][C:2]1[CH:14]=[N:13][C:12]2[NH:11][C:10]3[CH2:9][CH2:8][N:7]4[CH2:15][CH2:16][CH2:17][CH:6]4[C:5]=3[C:4]=2[CH:3]=1.[H-].[Na+].[F:20][C:21]1[CH:26]=[CH:25][C:24]([C:27]2([CH3:30])[CH2:29][O:28]2)=[CH:23][CH:22]=1. Product: [F:20][C:21]1[CH:22]=[CH:23][C:24]([C:27]([OH:28])([CH3:29])[CH2:30][N:11]2[C:10]3[CH2:9][CH2:8][N:7]4[CH2:15][CH2:16][CH2:17][CH:6]4[C:5]=3[C:4]3[CH:3]=[C:2]([CH3:1])[CH:14]=[N:13][C:12]2=3)=[CH:25][CH:26]=1. The catalyst class is: 3. (3) Reactant: [NH2:1][C:2]1[CH:3]=[CH:4][C:5]([S:12](=[O:25])(=[O:24])[NH:13][C:14]2[CH:15]=[CH:16][C:17]3[CH2:21][O:20][B:19]([OH:22])[C:18]=3[CH:23]=2)=[C:6]([CH2:8][C:9]([OH:11])=O)[CH:7]=1.[CH2:26]([NH2:33])[C:27]1[CH:32]=[CH:31][CH:30]=[CH:29][CH:28]=1.C1CN([P+](ON2N=NC3C=CC=CC2=3)(N2CCCC2)N2CCCC2)CC1.F[P-](F)(F)(F)(F)F.C(N(CC)CC)C. Product: [NH2:1][C:2]1[CH:3]=[CH:4][C:5]([S:12](=[O:24])(=[O:25])[NH:13][C:14]2[CH:15]=[CH:16][C:17]3[CH2:21][O:20][B:19]([OH:22])[C:18]=3[CH:23]=2)=[C:6]([CH2:8][C:9]([NH:33][CH2:26][C:27]2[CH:32]=[CH:31][CH:30]=[CH:29][CH:28]=2)=[O:11])[CH:7]=1. The catalyst class is: 31. (4) Reactant: [NH:1]1[C:9]2[C:4](=[CH:5][CH:6]=[CH:7][CH:8]=2)[C:3]2([C:13]3=[CH:14][C:15]4[O:19][CH2:18][O:17][C:16]=4[CH:20]=[C:12]3[O:11][CH2:10]2)[C:2]1=[O:21].[CH3:22][C:23]1[O:24][C:25]([C:30]([F:33])([F:32])[F:31])=[C:26]([CH2:28]O)[N:27]=1.C(P(CCCC)CCCC)CCC.CN(C)C(N=NC(N(C)C)=O)=O. Product: [CH3:22][C:23]1[O:24][C:25]([C:30]([F:33])([F:32])[F:31])=[C:26]([CH2:28][N:1]2[C:9]3[C:4](=[CH:5][CH:6]=[CH:7][CH:8]=3)[C:3]3([C:13]4=[CH:14][C:15]5[O:19][CH2:18][O:17][C:16]=5[CH:20]=[C:12]4[O:11][CH2:10]3)[C:2]2=[O:21])[N:27]=1. The catalyst class is: 7. (5) Reactant: [Cl:1][CH:2]([CH3:17])[C:3]([C:5]1[C:6]([CH:14]([CH3:16])[CH3:15])=[N:7][N:8]2[CH:13]=[CH:12][CH:11]=[CH:10][C:9]=12)=[O:4].[CH3:18][N:19]1[CH2:24][CH2:23][NH:22][CH2:21][CH2:20]1.[Na+].[I-]. Product: [ClH:1].[CH:14]([C:6]1[C:5]([C:3](=[O:4])[CH:2]([N:22]2[CH2:23][CH2:24][N:19]([CH3:18])[CH2:20][CH2:21]2)[CH3:17])=[C:9]2[CH:10]=[CH:11][CH:12]=[CH:13][N:8]2[N:7]=1)([CH3:16])[CH3:15]. The catalyst class is: 5. (6) Reactant: [CH3:1][C:2]1[CH:7]=[CH:6][N:5]=[CH:4][CH:3]=1.[I:8][CH2:9][CH2:10][CH2:11][CH2:12]I. Product: [I-:8].[CH2:9]([N+:5]1[CH:6]=[CH:7][C:2]([CH3:1])=[CH:3][CH:4]=1)[CH2:10][CH2:11][CH2:12][N+:5]1[CH:6]=[CH:7][C:2]([CH3:1])=[CH:3][CH:4]=1.[I-:8]. The catalyst class is: 12.